Dataset: Full USPTO retrosynthesis dataset with 1.9M reactions from patents (1976-2016). Task: Predict the reactants needed to synthesize the given product. (1) Given the product [F:12][C:4]1[C:5]([O:10][CH3:11])=[CH:6][C:7]([O:8][CH3:9])=[C:2]([F:1])[C:3]=1[C:13]1[N:18]=[CH:17][C:16]2[C:19]([C:28]3[CH:29]=[C:30]4[C:34](=[CH:35][CH:36]=3)[C:33](=[O:37])[N:32]([C@H:38]3[CH2:47][CH2:46][C@@H:45]([OH:44])[CH2:42][CH2:43]3)[CH2:31]4)=[N:20][NH:21][C:15]=2[CH:14]=1, predict the reactants needed to synthesize it. The reactants are: [F:1][C:2]1[C:7]([O:8][CH3:9])=[CH:6][C:5]([O:10][CH3:11])=[C:4]([F:12])[C:3]=1[C:13]1[N:18]=[CH:17][C:16]2[C:19]([C:28]3[CH:29]=[C:30]4[C:34](=[CH:35][CH:36]=3)[C:33](=[O:37])[N:32]([CH:38]3[CH2:43][CH2:42]OCC3)[CH2:31]4)=[N:20][N:21](C3CCCCO3)[C:15]=2[CH:14]=1.[OH:44][C@@H:45]1CC[C@H](N2CC3C(=CC=C(B4O[C:46](C)([CH3:47])[C:45](C)(C)[O:44]4)C=3)C2=O)[CH2:47][CH2:46]1. (2) The reactants are: Br[C:2]1[CH:3]=[CH:4][C:5]2[C:6]3[S:15][C:14]([CH2:16][CH2:17][CH3:18])=[N:13][C:7]=3[C:8]([NH2:12])=[N:9][C:10]=2[CH:11]=1.[CH3:19][S:20]([C:23]1[CH:24]=[C:25](B(O)O)[CH:26]=[CH:27][CH:28]=1)(=[O:22])=[O:21]. Given the product [CH3:19][S:20]([C:23]1[CH:28]=[C:27]([C:2]2[CH:3]=[CH:4][C:5]3[C:6]4[S:15][C:14]([CH2:16][CH2:17][CH3:18])=[N:13][C:7]=4[C:8]([NH2:12])=[N:9][C:10]=3[CH:11]=2)[CH:26]=[CH:25][CH:24]=1)(=[O:22])=[O:21], predict the reactants needed to synthesize it.